Dataset: Peptide-MHC class I binding affinity with 185,985 pairs from IEDB/IMGT. Task: Regression. Given a peptide amino acid sequence and an MHC pseudo amino acid sequence, predict their binding affinity value. This is MHC class I binding data. (1) The peptide sequence is QSFLFWFLK. The MHC is HLA-A31:01 with pseudo-sequence HLA-A31:01. The binding affinity (normalized) is 0.0615. (2) The peptide sequence is FPQVGGLTSI. The MHC is HLA-B15:01 with pseudo-sequence HLA-B15:01. The binding affinity (normalized) is 0.304. (3) The peptide sequence is GYLKPTTFM. The MHC is HLA-A30:02 with pseudo-sequence HLA-A30:02. The binding affinity (normalized) is 0.186. (4) The peptide sequence is DHIPIINTL. The MHC is HLA-B27:03 with pseudo-sequence HLA-B27:03. The binding affinity (normalized) is 0.0847. (5) The peptide sequence is FREVWKQLF. The MHC is HLA-B07:02 with pseudo-sequence HLA-B07:02. The binding affinity (normalized) is 0.0847. (6) The peptide sequence is MPTAPPED. The MHC is Mamu-B08 with pseudo-sequence Mamu-B08. The binding affinity (normalized) is 0. (7) The peptide sequence is EIINFTISMR. The MHC is HLA-A68:01 with pseudo-sequence HLA-A68:01. The binding affinity (normalized) is 0.989.